This data is from NCI-60 drug combinations with 297,098 pairs across 59 cell lines. The task is: Regression. Given two drug SMILES strings and cell line genomic features, predict the synergy score measuring deviation from expected non-interaction effect. (1) Drug 1: C1=CC(=CC=C1CC(C(=O)O)N)N(CCCl)CCCl.Cl. Drug 2: CN(CC1=CN=C2C(=N1)C(=NC(=N2)N)N)C3=CC=C(C=C3)C(=O)NC(CCC(=O)O)C(=O)O. Cell line: CAKI-1. Synergy scores: CSS=17.6, Synergy_ZIP=-10.5, Synergy_Bliss=-7.41, Synergy_Loewe=-3.84, Synergy_HSA=-3.65. (2) Drug 1: CC1C(C(CC(O1)OC2CC(OC(C2O)C)OC3=CC4=CC5=C(C(=O)C(C(C5)C(C(=O)C(C(C)O)O)OC)OC6CC(C(C(O6)C)O)OC7CC(C(C(O7)C)O)OC8CC(C(C(O8)C)O)(C)O)C(=C4C(=C3C)O)O)O)O. Drug 2: C1=NC2=C(N=C(N=C2N1C3C(C(C(O3)CO)O)F)Cl)N. Synergy scores: CSS=40.9, Synergy_ZIP=-0.546, Synergy_Bliss=-1.16, Synergy_Loewe=-0.732, Synergy_HSA=-1.39. Cell line: OVCAR-4. (3) Drug 1: C1CCN(CC1)CCOC2=CC=C(C=C2)C(=O)C3=C(SC4=C3C=CC(=C4)O)C5=CC=C(C=C5)O. Drug 2: C1=CC(=CC=C1CCCC(=O)O)N(CCCl)CCCl. Cell line: UO-31. Synergy scores: CSS=20.2, Synergy_ZIP=-7.87, Synergy_Bliss=-3.89, Synergy_Loewe=-2.27, Synergy_HSA=-1.83. (4) Drug 1: CC(C1=C(C=CC(=C1Cl)F)Cl)OC2=C(N=CC(=C2)C3=CN(N=C3)C4CCNCC4)N. Drug 2: CC1C(C(CC(O1)OC2CC(CC3=C2C(=C4C(=C3O)C(=O)C5=C(C4=O)C(=CC=C5)OC)O)(C(=O)C)O)N)O.Cl. Cell line: RXF 393. Synergy scores: CSS=14.5, Synergy_ZIP=-0.622, Synergy_Bliss=8.77, Synergy_Loewe=-2.17, Synergy_HSA=9.23. (5) Drug 1: CCC1(CC2CC(C3=C(CCN(C2)C1)C4=CC=CC=C4N3)(C5=C(C=C6C(=C5)C78CCN9C7C(C=CC9)(C(C(C8N6C=O)(C(=O)OC)O)OC(=O)C)CC)OC)C(=O)OC)O.OS(=O)(=O)O. Drug 2: C1=NC2=C(N1)C(=S)N=CN2. Cell line: HOP-92. Synergy scores: CSS=44.3, Synergy_ZIP=-6.24, Synergy_Bliss=-5.68, Synergy_Loewe=-3.45, Synergy_HSA=-0.567. (6) Drug 1: CS(=O)(=O)CCNCC1=CC=C(O1)C2=CC3=C(C=C2)N=CN=C3NC4=CC(=C(C=C4)OCC5=CC(=CC=C5)F)Cl. Drug 2: N.N.Cl[Pt+2]Cl. Cell line: MCF7. Synergy scores: CSS=22.0, Synergy_ZIP=-9.22, Synergy_Bliss=-0.415, Synergy_Loewe=-1.07, Synergy_HSA=1.24.